From a dataset of Reaction yield outcomes from USPTO patents with 853,638 reactions. Predict the reaction yield, written as a fraction of the theoretical maximum amount of product (1.0 means a 100% yield; for example, 0.34 means a 34% yield). (1) The catalyst is Cl. The yield is 0.370. The product is [C:3]([C:5]1[CH:10]=[CH:9][CH:8]=[C:7]2[C:6]=1[CH2:14][C:15](=[O:17])[NH:11]2)([OH:2])=[O:4]. The reactants are C[O:2][C:3]([C:5]1[CH:10]=[CH:9][CH:8]=[C:7]([N+:11]([O-])=O)[C:6]=1[CH:14](C(OC)=O)[C:15]([O:17]C)=O)=[O:4]. (2) The yield is 0.950. The catalyst is O1CCOCC1. The reactants are [ClH:1].[F:2][C:3]([F:19])([F:18])[CH2:4][N:5]1[CH2:10][CH2:9][N:8](C(OC(C)(C)C)=O)[CH2:7][CH2:6]1. The product is [ClH:1].[ClH:1].[F:19][C:3]([F:2])([F:18])[CH2:4][N:5]1[CH2:6][CH2:7][NH:8][CH2:9][CH2:10]1. (3) The reactants are Br[C:2]1[CH:10]=[CH:9][CH:8]=[C:7]2[C:3]=1[C:4]1([CH2:21][O:20][C:19]3[CH:22]=[C:23]4[C:27](=[CH:28][C:18]1=3)[CH2:26][CH2:25][O:24]4)[C:5](=[O:17])[N:6]2[CH2:11][C@H:12]1[CH2:16][CH2:15][CH2:14][O:13]1.O.[CH3:30][N:31]([CH3:41])[C:32]1[CH:37]=[CH:36][C:35](B(O)O)=[CH:34][N:33]=1.C(=O)([O-])[O-].[Na+].[Na+]. The catalyst is CN(C)C=O.C1C=CC([P]([Pd]([P](C2C=CC=CC=2)(C2C=CC=CC=2)C2C=CC=CC=2)([P](C2C=CC=CC=2)(C2C=CC=CC=2)C2C=CC=CC=2)[P](C2C=CC=CC=2)(C2C=CC=CC=2)C2C=CC=CC=2)(C2C=CC=CC=2)C2C=CC=CC=2)=CC=1. The product is [CH3:30][N:31]([CH3:41])[C:32]1[N:33]=[CH:34][C:35]([C:2]2[CH:10]=[CH:9][CH:8]=[C:7]3[C:3]=2[C:4]2([CH2:21][O:20][C:19]4[CH:22]=[C:23]5[C:27](=[CH:28][C:18]2=4)[CH2:26][CH2:25][O:24]5)[C:5](=[O:17])[N:6]3[CH2:11][C@H:12]2[CH2:16][CH2:15][CH2:14][O:13]2)=[CH:36][CH:37]=1. The yield is 0.730. (4) The reactants are [Br:1][C:2]1[C:7]([CH3:8])=[CH:6][C:5]([O:9][CH3:10])=[CH:4][C:3]=1[CH2:11][OH:12].[H-].[Na+].Br[CH2:16][C:17]([O:19][C:20]([CH3:23])([CH3:22])[CH3:21])=[O:18]. The catalyst is CN(C=O)C.O. The product is [C:20]([O:19][C:17](=[O:18])[CH2:16][O:12][CH2:11][C:3]1[CH:4]=[C:5]([O:9][CH3:10])[CH:6]=[C:7]([CH3:8])[C:2]=1[Br:1])([CH3:23])([CH3:22])[CH3:21]. The yield is 0.980. (5) The reactants are [Br:1][C:2]1[CH:7]=[CH:6][C:5]([C:8]2[N:9]=[C:10]([N:13]3[CH2:18][CH2:17][CH:16]([NH:19]C(=O)OC(C)(C)C)[CH2:15][CH2:14]3)[S:11][CH:12]=2)=[CH:4][CH:3]=1.C(O)(C(F)(F)F)=O. The catalyst is C(Cl)Cl. The product is [Br:1][C:2]1[CH:7]=[CH:6][C:5]([C:8]2[N:9]=[C:10]([N:13]3[CH2:18][CH2:17][CH:16]([NH2:19])[CH2:15][CH2:14]3)[S:11][CH:12]=2)=[CH:4][CH:3]=1. The yield is 0.720.